This data is from Reaction yield outcomes from USPTO patents with 853,638 reactions. The task is: Predict the reaction yield, written as a fraction of the theoretical maximum amount of product (1.0 means a 100% yield; for example, 0.34 means a 34% yield). The reactants are Br[C:2]1[C:7]([CH3:8])=[CH:6][C:5]([C:9](=[O:11])[CH3:10])=[C:4]([OH:12])[CH:3]=1.CC1(C)C2C=CC=C(P(C3C=CC=CC=3)C3C=CC=CC=3)C=2OC2C1=CC=CC=2P(C1C=CC=CC=1)C1C=CC=CC=1.[CH3:55][N:56](C)C=O. The catalyst is [C-]#N.[Zn+2].[C-]#N.C1C=CC(/C=C/C(/C=C/C2C=CC=CC=2)=O)=CC=1.C1C=CC(/C=C/C(/C=C/C2C=CC=CC=2)=O)=CC=1.C1C=CC(/C=C/C(/C=C/C2C=CC=CC=2)=O)=CC=1.[Pd].[Pd]. The product is [C:9]([C:5]1[C:4]([OH:12])=[CH:3][C:2]([C:55]#[N:56])=[C:7]([CH3:8])[CH:6]=1)(=[O:11])[CH3:10]. The yield is 0.980.